Task: Predict the product of the given reaction.. Dataset: Forward reaction prediction with 1.9M reactions from USPTO patents (1976-2016) (1) Given the reactants [CH3:1][C:2]1[CH:3]=[CH:4][C:5](=[O:8])[NH:6][CH:7]=1.[Br:9]N1C(=O)CCC1=O, predict the reaction product. The product is: [Br:9][C:4]1[C:5](=[O:8])[NH:6][CH:7]=[C:2]([CH3:1])[CH:3]=1. (2) Given the reactants [OH:1][CH:2]([CH2:17][C:18]1[CH:26]=[C:25]([CH3:27])[C:24]2[C:20](=[CH:21][N:22]([CH2:28][O:29][CH2:30][CH2:31][Si:32]([CH3:35])([CH3:34])[CH3:33])[N:23]=2)[CH:19]=1)[C:3]([N:5]1[CH2:10][CH2:9][CH:8]([N:11]2[CH2:16][CH2:15][CH2:14][CH2:13][CH2:12]2)[CH2:7][CH2:6]1)=[O:4].C(N(C(C)C)CC)(C)C.[NH:45]1[CH2:50][CH2:49][CH:48]([C:51]2[C:52](=[O:61])[NH:53][C:54]3[C:59]([CH:60]=2)=[CH:58][CH:57]=[CH:56][CH:55]=3)[CH2:47][CH2:46]1.O.ClCCl.CN(C)[CH:68]=[O:69], predict the reaction product. The product is: [O:61]=[C:52]1[C:51]([CH:48]2[CH2:47][CH2:46][N:45]([C:68]([O:1][CH:2]([CH2:17][C:18]3[CH:26]=[C:25]([CH3:27])[C:24]4[C:20](=[CH:21][N:22]([CH2:28][O:29][CH2:30][CH2:31][Si:32]([CH3:33])([CH3:35])[CH3:34])[N:23]=4)[CH:19]=3)[C:3](=[O:4])[N:5]3[CH2:10][CH2:9][CH:8]([N:11]4[CH2:16][CH2:15][CH2:14][CH2:13][CH2:12]4)[CH2:7][CH2:6]3)=[O:69])[CH2:50][CH2:49]2)=[CH:60][C:59]2[C:54](=[CH:55][CH:56]=[CH:57][CH:58]=2)[NH:53]1. (3) Given the reactants [CH:1]1([N:4]2[C:13]3[C:8](=[CH:9][CH:10]=[CH:11][CH:12]=3)[NH:7][CH2:6][CH2:5]2)[CH2:3][CH2:2]1.C(N(CC)CC)C.[Cl:21][C:22]1[CH:27]=[CH:26][C:25]([Cl:28])=[CH:24][C:23]=1[CH2:29][N:30]1[C:35](=[O:36])[CH:34]=[CH:33][CH:32]=[C:31]1[C:37](Cl)=[O:38], predict the reaction product. The product is: [CH:1]1([N:4]2[C:13]3[C:8](=[CH:9][CH:10]=[CH:11][CH:12]=3)[N:7]([C:37]([C:31]3[N:30]([CH2:29][C:23]4[CH:24]=[C:25]([Cl:28])[CH:26]=[CH:27][C:22]=4[Cl:21])[C:35](=[O:36])[CH:34]=[CH:33][CH:32]=3)=[O:38])[CH2:6][CH2:5]2)[CH2:3][CH2:2]1. (4) The product is: [N:10]1[C:15]2[NH:16][CH:17]=[CH:18][C:14]=2[C:13]([C:19]2[C:20]([NH:25][C:26]3[C:35]([CH3:36])=[CH:34][CH:33]=[C:32]4[C:27]=3[CH:28]=[CH:29][N:30]=[C:31]4[NH:1][C:2]3[CH:9]=[CH:8][C:5]([C:6]#[N:7])=[CH:4][CH:3]=3)=[N:21][CH:22]=[CH:23][CH:24]=2)=[N:12][CH:11]=1. Given the reactants [NH2:1][C:2]1[CH:9]=[CH:8][C:5]([C:6]#[N:7])=[CH:4][CH:3]=1.[N:10]1[C:15]2[NH:16][CH:17]=[CH:18][C:14]=2[C:13]([C:19]2[C:20]([NH:25][C:26]3[C:27]4[CH:28]=[CH:29][N:30]=[C:31](Cl)[C:32]=4[CH:33]=[CH:34][C:35]=3[CH3:36])=[N:21][CH:22]=[CH:23][CH:24]=2)=[N:12][CH:11]=1.C1(P(C2CCCCC2)C2C=CC=CC=2C2C=CC=CC=2N(C)C)CCCCC1.C[Si]([N-][Si](C)(C)C)(C)C.[Li+], predict the reaction product. (5) Given the reactants [ClH:1].Cl.[CH2:3]([C:5]1([C:16]2[N:17]=[CH:18][NH:19][CH:20]=2)[C:13](=O)[C:12]2[C:7](=[CH:8][CH:9]=[CH:10][CH:11]=2)[C:6]1=O)[CH3:4].[H][H], predict the reaction product. The product is: [ClH:1].[CH2:3]([C:5]1([C:16]2[NH:17][CH:18]=[N:19][CH:20]=2)[CH2:6][C:7]2[C:12](=[CH:11][CH:10]=[CH:9][CH:8]=2)[CH2:13]1)[CH3:4]. (6) Given the reactants [Cl:1][C:2]1[CH:20]=[C:19]([N+:21]([O-:23])=[O:22])[CH:18]=[C:17]([Cl:24])[C:3]=1[O:4][C:5]1[CH:6]=[CH:7][C:8]([O:15][CH3:16])=[C:9]([S:11](Cl)(=[O:13])=[O:12])[CH:10]=1.C(N(CC)CC)C.[CH:32]1([NH2:35])[CH2:34][CH2:33]1.Cl, predict the reaction product. The product is: [CH:32]1([NH:35][S:11]([C:9]2[CH:10]=[C:5]([O:4][C:3]3[C:2]([Cl:1])=[CH:20][C:19]([N+:21]([O-:23])=[O:22])=[CH:18][C:17]=3[Cl:24])[CH:6]=[CH:7][C:8]=2[O:15][CH3:16])(=[O:13])=[O:12])[CH2:34][CH2:33]1.